From a dataset of Human liver microsome stability data. Regression/Classification. Given a drug SMILES string, predict its absorption, distribution, metabolism, or excretion properties. Task type varies by dataset: regression for continuous measurements (e.g., permeability, clearance, half-life) or binary classification for categorical outcomes (e.g., BBB penetration, CYP inhibition). Dataset: hlm. (1) The compound is CCCCc1nn(CCC(C)C)c(=O)c(C2=NS(=O)(=O)c3cc(OCC(N)=O)ccc3N2)c1O. The result is 1 (stable in human liver microsomes). (2) The compound is COCCOc1cc2ncnc(N3CCN(C(=O)Nc4ccc(OC(C)C)cc4)CC3)c2cc1OCCOC. The result is 0 (unstable in human liver microsomes). (3) The molecule is N#Cc1cccc(CN[C@H]2CC[C@H](n3cnc4cnc5[nH]ccc5c43)CC2)c1. The result is 0 (unstable in human liver microsomes). (4) The compound is O=C(N[C@H](Cc1c[nH]c2ccccc12)C(=O)Nc1ccncc1)c1ccc(-c2ccc(OCc3ccc(F)cc3)c(F)c2)cc1F. The result is 1 (stable in human liver microsomes). (5) The drug is CC(C)[C@H]1C(=O)C(=C2NS(=O)(=O)c3c(O)cccc32)C(=O)N1Cc1ccccc1. The result is 0 (unstable in human liver microsomes). (6) The molecule is Cc1ccc2c(C(CC(F)(F)F)c3ccccc3)c(-c3ccccc3)[nH]c2c1. The result is 0 (unstable in human liver microsomes). (7) The compound is Cc1cccc(C)c1NC(=O)Nc1cc2ccccc2cc1C(=O)N[C@@H](CC(=O)O)C(=O)O. The result is 0 (unstable in human liver microsomes).